Dataset: Forward reaction prediction with 1.9M reactions from USPTO patents (1976-2016). Task: Predict the product of the given reaction. (1) Given the reactants [O:1]=[C:2]1[N:7]([CH2:8][C:9]2[CH:10]=[C:11]([C:15]3[N:20]=[CH:19][C:18]([CH2:21][CH2:22][CH2:23][NH:24]C(=O)OC(C)(C)C)=[CH:17][N:16]=3)[CH:12]=[CH:13][CH:14]=2)[N:6]=[C:5]([C:32]2[CH:37]=[C:36]([F:38])[C:35]([F:39])=[C:34]([F:40])[CH:33]=2)[CH:4]=[CH:3]1.FC(F)(F)C(O)=O, predict the reaction product. The product is: [NH2:24][CH2:23][CH2:22][CH2:21][C:18]1[CH:17]=[N:16][C:15]([C:11]2[CH:10]=[C:9]([CH:14]=[CH:13][CH:12]=2)[CH2:8][N:7]2[C:2](=[O:1])[CH:3]=[CH:4][C:5]([C:32]3[CH:37]=[C:36]([F:38])[C:35]([F:39])=[C:34]([F:40])[CH:33]=3)=[N:6]2)=[N:20][CH:19]=1. (2) Given the reactants [NH2:1][C:2]1[N:7]2[CH:8]=[C:9]([Cl:11])[N:10]=[C:6]2[C:5]([C:12]([OH:14])=O)=[CH:4][C:3]=1Cl.[CH2:16]([N:20]1[CH2:25][CH2:24][CH:23]([CH2:26][NH2:27])[CH2:22][CH2:21]1)[CH2:17][CH2:18][CH3:19], predict the reaction product. The product is: [NH2:1][C:2]1[N:7]2[CH:8]=[C:9]([Cl:11])[N:10]=[C:6]2[C:5]([C:12]([NH:27][CH2:26][CH:23]2[CH2:24][CH2:25][N:20]([CH2:16][CH2:17][CH2:18][CH3:19])[CH2:21][CH2:22]2)=[O:14])=[CH:4][CH:3]=1.